This data is from Reaction yield outcomes from USPTO patents with 853,638 reactions. The task is: Predict the reaction yield, written as a fraction of the theoretical maximum amount of product (1.0 means a 100% yield; for example, 0.34 means a 34% yield). (1) The reactants are C(O[C:6](=O)[NH:7][C:8]1[C:13]([CH3:14])=[CH:12][CH:11]=[CH:10][N:9]=1)(C)(C)C.[Li]CCCC.[F:21][C:22]([F:30])([F:29])C(N(OC)C)=O.Cl. The catalyst is C1COCC1. The product is [F:21][C:22]([F:30])([F:29])[C:6]1[NH:7][C:8]2=[N:9][CH:10]=[CH:11][CH:12]=[C:13]2[CH:14]=1. The yield is 0.270. (2) The reactants are C([O:3][C:4](=[O:40])[CH2:5][N:6]([S:32]([N:35]([CH2:37][CH:38]=[CH2:39])[CH3:36])(=[O:34])=[O:33])[CH2:7][C:8]1[CH:13]=[CH:12][CH:11]=[C:10]([O:14][CH2:15][C:16]2[N:17]=[C:18]([C:22]3[CH:27]=[CH:26][C:25]([C:28]([F:31])([F:30])[F:29])=[CH:24][CH:23]=3)[O:19][C:20]=2[CH3:21])[CH:9]=1)C.O.[OH-].[Li+]. No catalyst specified. The product is [CH2:37]([N:35]([S:32]([N:6]([CH2:5][C:4]([OH:40])=[O:3])[CH2:7][C:8]1[CH:13]=[CH:12][CH:11]=[C:10]([O:14][CH2:15][C:16]2[N:17]=[C:18]([C:22]3[CH:23]=[CH:24][C:25]([C:28]([F:30])([F:29])[F:31])=[CH:26][CH:27]=3)[O:19][C:20]=2[CH3:21])[CH:9]=1)(=[O:34])=[O:33])[CH3:36])[CH:38]=[CH2:39]. The yield is 0.990. (3) The catalyst is C(OCC)(=O)C. The product is [CH3:1][O:2][C:3](=[O:16])[C:4]1[CH:9]=[C:8]([N+:10]([O-:12])=[O:11])[C:7]([NH2:13])=[C:6]([F:14])[C:5]=1[NH:20][C:19]1[CH:21]=[CH:22][CH:23]=[CH:24][C:18]=1[Cl:17]. The reactants are [CH3:1][O:2][C:3](=[O:16])[C:4]1[CH:9]=[C:8]([N+:10]([O-:12])=[O:11])[C:7]([NH2:13])=[C:6]([F:14])[C:5]=1F.[Cl:17][C:18]1[CH:24]=[CH:23][CH:22]=[CH:21][C:19]=1[NH2:20]. The yield is 0.120. (4) The reactants are Br[C:2]1[CH:11]=[C:10]2[C:5]([C:6]([NH2:13])=[N:7][C:8]([NH2:12])=[N:9]2)=[CH:4][CH:3]=1.C(=O)([O-])[O-].[Na+].[Na+].[CH3:20][C:21]1[CH:26]=[CH:25][C:24]([CH3:27])=[CH:23][C:22]=1B(O)O. The catalyst is C(O)C.COCCOC.O.[Pd].C1(P(C2C=CC=CC=2)C2C=CC=CC=2)C=CC=CC=1.C1(P(C2C=CC=CC=2)C2C=CC=CC=2)C=CC=CC=1.C1(P(C2C=CC=CC=2)C2C=CC=CC=2)C=CC=CC=1.C1(P(C2C=CC=CC=2)C2C=CC=CC=2)C=CC=CC=1. The product is [CH3:20][C:21]1[CH:26]=[CH:25][C:24]([CH3:27])=[CH:23][C:22]=1[C:2]1[CH:11]=[C:10]2[C:5]([C:6]([NH2:13])=[N:7][C:8]([NH2:12])=[N:9]2)=[CH:4][CH:3]=1. The yield is 0.805. (5) The reactants are [CH3:1][C:2]1[NH:6][C:5]2[C:7]([C:17]([O:19][CH3:20])=[O:18])=[CH:8][C:9]([N:11]3[CH2:16][CH2:15][O:14][CH2:13][CH2:12]3)=[CH:10][C:4]=2[N:3]=1.C([O-])([O-])=O.[K+].[K+].Br[CH2:28][C:29]1[CH:34]=[CH:33][CH:32]=[C:31]([CH3:35])[C:30]=1[F:36].O. The catalyst is CN(C=O)C. The product is [F:36][C:30]1[C:31]([CH3:35])=[CH:32][CH:33]=[CH:34][C:29]=1[CH2:28][N:3]1[C:4]2[CH:10]=[C:9]([N:11]3[CH2:12][CH2:13][O:14][CH2:15][CH2:16]3)[CH:8]=[C:7]([C:17]([O:19][CH3:20])=[O:18])[C:5]=2[N:6]=[C:2]1[CH3:1]. The yield is 0.480. (6) The reactants are [Br:1][C:2]1[CH:7]=[CH:6][C:5]([S:8](Cl)(=[O:10])=[O:9])=[C:4]([C:12]([F:15])([F:14])[F:13])[CH:3]=1.[CH2:16]([NH2:19])[CH2:17][CH3:18]. The catalyst is ClCCl. The product is [Br:1][C:2]1[CH:7]=[CH:6][C:5]([S:8]([NH:19][CH2:16][CH2:17][CH3:18])(=[O:10])=[O:9])=[C:4]([C:12]([F:15])([F:14])[F:13])[CH:3]=1. The yield is 1.00.